The task is: Predict the product of the given reaction.. This data is from Forward reaction prediction with 1.9M reactions from USPTO patents (1976-2016). (1) Given the reactants Cl[C:2]1[C:7]([C:8]2([F:12])[CH2:11][O:10][CH2:9]2)=[CH:6][N:5]=[C:4]([C:13]#[N:14])[CH:3]=1.[F:15][C:16]([F:21])([F:20])[C@@H:17]([OH:19])[CH3:18], predict the reaction product. The product is: [F:12][C:8]1([C:7]2[C:2]([O:19][C@@H:17]([CH3:18])[C:16]([F:21])([F:20])[F:15])=[CH:3][C:4]([C:13]#[N:14])=[N:5][CH:6]=2)[CH2:11][O:10][CH2:9]1. (2) Given the reactants [CH2:1]1[O:5][C:4]2[CH:6]=[C:7]([OH:10])[CH:8]=[CH:9][C:3]=2[O:2]1.C(=O)([O-])[O-].[K+].[K+].[CH2:17]1[O:19][C@@H:18]1[CH2:20]OS(C1C=C([N+]([O-])=O)C=CC=1)(=O)=O, predict the reaction product. The product is: [O:19]1[CH2:17][C@H:18]1[CH2:20][O:10][C:7]1[CH:8]=[CH:9][C:3]2[O:2][CH2:1][O:5][C:4]=2[CH:6]=1. (3) Given the reactants [CH3:1][O:2][C:3]1[C:8]([O:9][CH3:10])=[CH:7][CH:6]=[CH:5][C:4]=1[OH:11].Cl[C:13]1[CH:18]=[CH:17][C:16]([O:19][CH3:20])=[CH:15][C:14]=1[N+:21]([O-:23])=[O:22].[CH3:24][O:25][C:26]1[C:41]([O:42][CH3:43])=[CH:40][CH:39]=[CH:38][C:27]=1[O:28][C:29]1[CH:35]=[CH:34][C:33]([O:36][CH3:37])=[CH:32][C:30]=1[NH2:31].[NH2:44][C:45]1[S:46][CH:47]=[CH:48][N:49]=1, predict the reaction product. The product is: [CH3:1][O:2][C:3]1[C:8]([O:9][CH3:10])=[CH:7][CH:6]=[CH:5][C:4]=1[O:11][C:13]1[CH:18]=[CH:17][C:16]([O:19][CH3:20])=[CH:15][C:14]=1[N+:21]([O-:23])=[O:22].[CH3:24][O:25][C:26]1[C:41]([O:42][CH3:43])=[CH:40][CH:39]=[CH:38][C:27]=1[O:28][C:29]1[CH:35]=[CH:34][C:33]([O:36][CH3:37])=[CH:32][C:30]=1[NH:31][C:4]([NH:44][C:45]1[S:46][CH:47]=[CH:48][N:49]=1)=[O:11]. (4) Given the reactants [CH2:1]([O:8][C:9]1[C:10](=[O:20])[C:11]([Cl:19])=[C:12](C(O)=O)[N:13]([CH3:15])[CH:14]=1)[C:2]1[CH:7]=[CH:6][CH:5]=[CH:4][CH:3]=1, predict the reaction product. The product is: [CH2:1]([O:8][C:9]1[C:10](=[O:20])[C:11]([Cl:19])=[CH:12][N:13]([CH3:15])[CH:14]=1)[C:2]1[CH:3]=[CH:4][CH:5]=[CH:6][CH:7]=1.